This data is from Full USPTO retrosynthesis dataset with 1.9M reactions from patents (1976-2016). The task is: Predict the reactants needed to synthesize the given product. (1) Given the product [Br:14][CH2:15][CH2:16][CH2:17][CH2:18][CH2:19][CH2:20][CH2:21][CH2:22][CH:23]=[O:24], predict the reactants needed to synthesize it. The reactants are: C(N(C(C)C)C(C)C)C.CS(C)=O.[Br:14][CH2:15][CH2:16][CH2:17][CH2:18][CH2:19][CH2:20][CH2:21][CH2:22][CH2:23][OH:24].O. (2) Given the product [Cl:1][C:2]1[CH:10]=[CH:9][C:5]([CH2:6][CH2:7][NH:8][S:21]([CH3:20])(=[O:23])=[O:22])=[CH:4][CH:3]=1, predict the reactants needed to synthesize it. The reactants are: [Cl:1][C:2]1[CH:10]=[CH:9][C:5]([CH2:6][CH2:7][NH2:8])=[CH:4][CH:3]=1.CCN(C(C)C)C(C)C.[CH3:20][S:21](Cl)(=[O:23])=[O:22]. (3) Given the product [Cl:3][C:4]1[CH:5]=[C:6]([C@H:10]([N:32]2[C:28](=[O:27])[CH2:29][CH2:30][C@@H:31]2[C:33]([O:35][CH2:36][CH3:37])=[O:34])[C@@H:11]([C:20]2[CH:25]=[CH:24][C:23]([Cl:26])=[CH:22][CH:21]=2)[NH:12][CH:17]([CH3:19])[CH3:18])[CH:7]=[CH:8][CH:9]=1, predict the reactants needed to synthesize it. The reactants are: [H-].[Na+].[Cl:3][C:4]1[CH:5]=[C:6]([C@H:10]2OS(=O)(=O)[N:12]([CH:17]([CH3:19])[CH3:18])[C@@H:11]2[C:20]2[CH:25]=[CH:24][C:23]([Cl:26])=[CH:22][CH:21]=2)[CH:7]=[CH:8][CH:9]=1.[O:27]=[C:28]1[NH:32][C@@H:31]([C:33]([O:35][CH2:36][CH3:37])=[O:34])[CH2:30][CH2:29]1. (4) Given the product [Cl:18][C:17]1[C:12]([C:10]([NH:9][CH:8]([C:23]2([OH:31])[CH2:28][CH2:27][C:26]([F:30])([F:29])[CH2:25][CH2:24]2)[C:4]2[CH:5]=[CH:6][CH:7]=[C:2]([C:37]3[CH:36]=[N:35][N:34]([CH2:32][CH3:33])[CH:38]=3)[CH:3]=2)=[O:11])=[N:13][CH:14]=[CH:15][C:16]=1[C:19]([F:22])([F:21])[F:20], predict the reactants needed to synthesize it. The reactants are: Br[C:2]1[CH:3]=[C:4]([CH:8]([C:23]2([OH:31])[CH2:28][CH2:27][C:26]([F:30])([F:29])[CH2:25][CH2:24]2)[NH:9][C:10]([C:12]2[C:17]([Cl:18])=[C:16]([C:19]([F:22])([F:21])[F:20])[CH:15]=[CH:14][N:13]=2)=[O:11])[CH:5]=[CH:6][CH:7]=1.[CH2:32]([N:34]1[CH:38]=[C:37](B2OC(C)(C)C(C)(C)O2)[CH:36]=[N:35]1)[CH3:33].C(=O)([O-])[O-].[K+].[K+].O. (5) Given the product [I-:59].[OH:1][C@@H:2]([C@H:4]1[C:34](=[O:35])[N:6]2[C:7]([C:21]([O:23][CH2:24][C:25]3[CH:26]=[CH:27][C:28]([N+:31]([O-:33])=[O:32])=[CH:29][CH:30]=3)=[O:22])=[C:8]([C:11]3[S:15][C:14]4=[C:16]([S:19][CH3:20])[N:17]([CH2:37][C:38]([N:40]5[CH2:45][CH2:44][N:43]([C:46]([O:48][CH2:49][C:50]6[CH:55]=[CH:54][C:53]([N+:56]([O-:58])=[O:57])=[CH:52][CH:51]=6)=[O:47])[CH2:42][CH2:41]5)=[O:39])[CH:18]=[N+:13]4[CH:12]=3)[C@H:9]([CH3:10])[C@H:5]12)[CH3:3], predict the reactants needed to synthesize it. The reactants are: [OH:1][C@@H:2]([C@H:4]1[C:34](=[O:35])[N:6]2[C:7]([C:21]([O:23][CH2:24][C:25]3[CH:30]=[CH:29][C:28]([N+:31]([O-:33])=[O:32])=[CH:27][CH:26]=3)=[O:22])=[C:8]([C:11]3[S:15][C:14]4=[C:16]([S:19][CH3:20])[N:17]=[CH:18][N:13]4[CH:12]=3)[C@H:9]([CH3:10])[C@H:5]12)[CH3:3].Cl[CH2:37][C:38]([N:40]1[CH2:45][CH2:44][N:43]([C:46]([O:48][CH2:49][C:50]2[CH:55]=[CH:54][C:53]([N+:56]([O-:58])=[O:57])=[CH:52][CH:51]=2)=[O:47])[CH2:42][CH2:41]1)=[O:39].[I-:59].[Na+]. (6) Given the product [C:11]([O:1][CH:2]1[CH2:7][CH2:6][CH:5]([C:8]([OH:10])=[O:9])[CH2:4][CH2:3]1)(=[O:13])[CH3:12], predict the reactants needed to synthesize it. The reactants are: [OH:1][CH:2]1[CH2:7][CH2:6][CH:5]([C:8]([OH:10])=[O:9])[CH2:4][CH2:3]1.[C:11](OC(=O)C)(=[O:13])[CH3:12].